From a dataset of Full USPTO retrosynthesis dataset with 1.9M reactions from patents (1976-2016). Predict the reactants needed to synthesize the given product. (1) Given the product [CH2:4]([O:3]/[CH:1]=[CH:2]/[B:6]1[O:14][C:11]([CH3:13])([CH3:12])[C:8]([CH3:10])([CH3:9])[O:7]1)[CH3:5], predict the reactants needed to synthesize it. The reactants are: [CH2:1]([O:3][C:4]#[CH:5])[CH3:2].[BH3:6].[OH:7][C:8]([C:11]([OH:14])([CH3:13])[CH3:12])([CH3:10])[CH3:9]. (2) Given the product [CH3:9][C:10]1[N:26]2[NH:25][C:17]([C:18]3[CH:23]=[CH:22][CH:21]=[CH:20][CH:19]=3)=[N:8][C:7]2=[C:6]2[CH:5]=[N:4][N:3]=[C:2]2[N:1]=1, predict the reactants needed to synthesize it. The reactants are: [NH2:1][C:2]1[C:6]([C:7]#[N:8])=[CH:5][NH:4][N:3]=1.[C:9](OC)(OC)(OC)[CH3:10].[C:17]([NH:25][NH2:26])(=O)[C:18]1[CH:23]=[CH:22][CH:21]=[CH:20][CH:19]=1.O. (3) Given the product [C:36]([N:1]1[CH:5]=[C:4]([C:6]2[CH:35]=[CH:34][C:9]3[N:10]([C:13]4[CH:14]=[C:15]([NH:27][S:28]([CH:31]5[CH2:32][CH2:33]5)(=[O:29])=[O:30])[CH:16]=[C:17]([C:19]5[CH:24]=[CH:23][C:22]([F:25])=[CH:21][C:20]=5[F:26])[CH:18]=4)[CH:11]=[N:12][C:8]=3[CH:7]=2)[CH:3]=[N:2]1)(=[O:38])[CH3:37], predict the reactants needed to synthesize it. The reactants are: [NH:1]1[CH:5]=[C:4]([C:6]2[CH:35]=[CH:34][C:9]3[N:10]([C:13]4[CH:14]=[C:15]([NH:27][S:28]([CH:31]5[CH2:33][CH2:32]5)(=[O:30])=[O:29])[CH:16]=[C:17]([C:19]5[CH:24]=[CH:23][C:22]([F:25])=[CH:21][C:20]=5[F:26])[CH:18]=4)[CH:11]=[N:12][C:8]=3[CH:7]=2)[CH:3]=[N:2]1.[C:36](Cl)(=[O:38])[CH3:37]. (4) The reactants are: [NH2:1][C:2]1[CH:7]=[CH:6][C:5]([N:8]2[C:12]([CH3:14])([CH3:13])[C:11](=[O:15])[N:10]([C:16]3[CH:23]=[CH:22][C:19]([C:20]#[N:21])=[C:18]([C:24]([F:27])([F:26])[F:25])[CH:17]=3)[C:9]2=[S:28])=[CH:4][CH:3]=1.[C:29](Cl)(=[O:31])[CH3:30].C(N(CC)CC)C. Given the product [C:20]([C:19]1[CH:22]=[CH:23][C:16]([N:10]2[C:11](=[O:15])[C:12]([CH3:14])([CH3:13])[N:8]([C:5]3[CH:4]=[CH:3][C:2]([NH:1][C:29](=[O:31])[CH3:30])=[CH:7][CH:6]=3)[C:9]2=[S:28])=[CH:17][C:18]=1[C:24]([F:26])([F:27])[F:25])#[N:21], predict the reactants needed to synthesize it. (5) Given the product [C:20]([C:13]1[CH:14]=[C:15]2[C:10](=[CH:11][CH:12]=1)[NH:9][CH:8]([C:4]1[CH:3]=[C:2]([NH:22][C:23]([CH3:28])([CH3:27])[C:24]([OH:26])=[O:25])[CH:7]=[CH:6][CH:5]=1)[CH2:17][C:16]2([CH3:19])[CH3:18])#[N:21], predict the reactants needed to synthesize it. The reactants are: Br[C:2]1[CH:3]=[C:4]([CH:8]2[CH2:17][C:16]([CH3:19])([CH3:18])[C:15]3[C:10](=[CH:11][CH:12]=[C:13]([C:20]#[N:21])[CH:14]=3)[NH:9]2)[CH:5]=[CH:6][CH:7]=1.[NH2:22][C:23]([CH3:28])([CH3:27])[C:24]([OH:26])=[O:25].C(=O)([O-])[O-].[K+].[K+]. (6) Given the product [CH2:3]([N:10]1[CH2:14][CH:13]2[CH2:15][N:16]([CH2:18][CH:19]([C:21]3[CH:22]=[CH:23][C:24]([OH:27])=[CH:25][CH:26]=3)[OH:20])[CH2:17][CH:12]2[CH2:11]1)[C:4]1[CH:5]=[CH:6][CH:7]=[CH:8][CH:9]=1, predict the reactants needed to synthesize it. The reactants are: [BH4-].[Na+].[CH2:3]([N:10]1[CH2:14][CH:13]2[CH2:15][N:16]([CH2:18][C:19]([C:21]3[CH:26]=[CH:25][C:24]([OH:27])=[CH:23][CH:22]=3)=[O:20])[CH2:17][CH:12]2[CH2:11]1)[C:4]1[CH:9]=[CH:8][CH:7]=[CH:6][CH:5]=1.